Task: Regression. Given two drug SMILES strings and cell line genomic features, predict the synergy score measuring deviation from expected non-interaction effect.. Dataset: NCI-60 drug combinations with 297,098 pairs across 59 cell lines (1) Drug 1: COC1=C(C=C2C(=C1)N=CN=C2NC3=CC(=C(C=C3)F)Cl)OCCCN4CCOCC4. Drug 2: CC12CCC3C(C1CCC2OP(=O)(O)O)CCC4=C3C=CC(=C4)OC(=O)N(CCCl)CCCl.[Na+]. Cell line: SNB-19. Synergy scores: CSS=8.02, Synergy_ZIP=-2.76, Synergy_Bliss=-0.113, Synergy_Loewe=-0.566, Synergy_HSA=1.26. (2) Drug 1: C1=NC2=C(N1)C(=S)N=CN2. Drug 2: C1CN(CCN1C(=O)CCBr)C(=O)CCBr. Cell line: RPMI-8226. Synergy scores: CSS=60.1, Synergy_ZIP=-7.45, Synergy_Bliss=-2.60, Synergy_Loewe=-2.73, Synergy_HSA=0.271. (3) Drug 1: C1=NC2=C(N=C(N=C2N1C3C(C(C(O3)CO)O)F)Cl)N. Drug 2: C1=NC(=NC(=O)N1C2C(C(C(O2)CO)O)O)N. Cell line: NCI/ADR-RES. Synergy scores: CSS=27.0, Synergy_ZIP=-0.732, Synergy_Bliss=2.63, Synergy_Loewe=-16.0, Synergy_HSA=3.66. (4) Drug 1: CS(=O)(=O)C1=CC(=C(C=C1)C(=O)NC2=CC(=C(C=C2)Cl)C3=CC=CC=N3)Cl. Drug 2: CN1CCC(CC1)COC2=C(C=C3C(=C2)N=CN=C3NC4=C(C=C(C=C4)Br)F)OC. Cell line: OVCAR-4. Synergy scores: CSS=14.1, Synergy_ZIP=-3.83, Synergy_Bliss=-0.131, Synergy_Loewe=-11.1, Synergy_HSA=0.553.